From a dataset of Full USPTO retrosynthesis dataset with 1.9M reactions from patents (1976-2016). Predict the reactants needed to synthesize the given product. (1) Given the product [CH2:1]([O:3][C:4]([C:6]1[CH:7]=[N:8][C:9]2[C:14]([C:15]=1[C:37]1[CH:38]=[CH:39][C:34]([C:28]3[CH:33]=[CH:32][CH:31]=[CH:30][CH:29]=3)=[CH:35][CH:36]=1)=[CH:13][CH:12]=[C:11]([C:24]([F:27])([F:26])[F:25])[CH:10]=2)=[O:5])[CH3:2], predict the reactants needed to synthesize it. The reactants are: [CH2:1]([O:3][C:4]([C:6]1[CH:7]=[N:8][C:9]2[C:14]([C:15]=1OS(C(F)(F)F)(=O)=O)=[CH:13][CH:12]=[C:11]([C:24]([F:27])([F:26])[F:25])[CH:10]=2)=[O:5])[CH3:2].[C:28]1([C:34]2[CH:39]=[CH:38][C:37](B(O)O)=[CH:36][CH:35]=2)[CH:33]=[CH:32][CH:31]=[CH:30][CH:29]=1.P([O-])([O-])([O-])=O.[K+].[K+].[K+]. (2) Given the product [F:1][C:2]1[CH:7]=[C:6]([F:8])[CH:5]=[CH:4][C:3]=1[CH:9]=[CH:10][C:11]([NH:13][C@H:14]([C:24]([OH:26])=[O:25])[CH2:15][C:16]1[CH:17]=[CH:18][C:19]([O:22][CH3:23])=[CH:20][CH:21]=1)=[O:12], predict the reactants needed to synthesize it. The reactants are: [F:1][C:2]1[CH:7]=[C:6]([F:8])[CH:5]=[CH:4][C:3]=1[CH:9]=[CH:10][C:11]([NH:13][C@H:14]([C:24]([O:26]C)=[O:25])[CH2:15][C:16]1[CH:21]=[CH:20][C:19]([O:22][CH3:23])=[CH:18][CH:17]=1)=[O:12].[OH-].[Na+].